Dataset: Orexin1 receptor HTS with 218,158 compounds and 233 confirmed actives. Task: Binary Classification. Given a drug SMILES string, predict its activity (active/inactive) in a high-throughput screening assay against a specified biological target. (1) The compound is Clc1ccc(C2=NOC3C4C5C(C(C23)C4)C(=O)N(C5=O)c2sc3c(c2C#N)CCCC3)cc1. The result is 0 (inactive). (2) The compound is Clc1ccc(C(=O)N2CC(CCC2)C(=O)NCCc2ccc(OC)cc2)cc1. The result is 0 (inactive). (3) The drug is s1c(c(c2c1nc(SCC(=O)Nc1ccc(S(=O)(=O)N)cc1)[nH]c2=O)C)C. The result is 0 (inactive).